Predict the reactants needed to synthesize the given product. From a dataset of Full USPTO retrosynthesis dataset with 1.9M reactions from patents (1976-2016). (1) Given the product [CH3:15][O:14][C:11]1[CH:12]=[CH:13][C:8]([C:3]2[N:4]=[C:5]([CH3:7])[S:6][C:2]=2[C:21]2[CH:22]=[CH:23][C:18]([C:17]([F:28])([F:27])[F:16])=[CH:19][CH:20]=2)=[CH:9][CH:10]=1, predict the reactants needed to synthesize it. The reactants are: Br[C:2]1[S:6][C:5]([CH3:7])=[N:4][C:3]=1[C:8]1[CH:13]=[CH:12][C:11]([O:14][CH3:15])=[CH:10][CH:9]=1.[F:16][C:17]([F:28])([F:27])[C:18]1[CH:23]=[CH:22][C:21](B(O)O)=[CH:20][CH:19]=1.C(=O)([O-])[O-].[Na+].[Na+]. (2) Given the product [Cl:17][C:11]1[C:12]([Cl:16])=[CH:13][CH:14]=[CH:15][C:10]=1[CH2:9][NH:8][C:6]1[C:5]([N+:18]([O-:20])=[O:19])=[CH:4][N:3]=[C:2]([NH:21][CH2:22][C@@H:23]2[CH2:27][CH2:26][N:25]([C:28]([O:30][C:31]([CH3:34])([CH3:33])[CH3:32])=[O:29])[CH2:24]2)[CH:7]=1, predict the reactants needed to synthesize it. The reactants are: Br[C:2]1[CH:7]=[C:6]([NH:8][CH2:9][C:10]2[CH:15]=[CH:14][CH:13]=[C:12]([Cl:16])[C:11]=2[Cl:17])[C:5]([N+:18]([O-:20])=[O:19])=[CH:4][N:3]=1.[NH2:21][CH2:22][C@@H:23]1[CH2:27][CH2:26][N:25]([C:28]([O:30][C:31]([CH3:34])([CH3:33])[CH3:32])=[O:29])[CH2:24]1.C(N(C(C)C)CC)(C)C.CS(C)=O. (3) Given the product [Cl:1][C:2]1[C:7]([Cl:8])=[CH:6][C:5]2[NH:9][C:16](=[O:15])[CH2:17][C:18]([C:20]3[CH:25]=[CH:24][CH:23]=[C:22]([C:26]4[C:31]([CH2:32][CH3:33])=[CH:30][N:29]=[C:28]([CH3:34])[CH:27]=4)[CH:21]=3)=[N:10][C:4]=2[CH:3]=1, predict the reactants needed to synthesize it. The reactants are: [Cl:1][C:2]1[C:7]([Cl:8])=[CH:6][C:5]([NH2:9])=[C:4]([NH2:10])[CH:3]=1.C([O:15][C:16](=O)[CH2:17][C:18]([C:20]1[CH:25]=[CH:24][CH:23]=[C:22]([C:26]2[C:31]([CH2:32][CH3:33])=[CH:30][N:29]=[C:28]([CH3:34])[CH:27]=2)[CH:21]=1)=O)(C)(C)C. (4) Given the product [O:35]1[CH:32]=[C:16]([C:12]2[CH:11]=[C:10]([C@@H:8]([NH2:7])[CH3:9])[CH:15]=[CH:14][CH:13]=2)[N:30]=[CH:29]1, predict the reactants needed to synthesize it. The reactants are: C(OC(=O)[NH:7][C@H:8]([C:10]1[CH:15]=[CH:14][CH:13]=[C:12]([CH:16]=O)[CH:11]=1)[CH3:9])(C)(C)C.S([CH2:29][N+:30]#[C-])(C1C=CC(C)=CC=1)(=O)=O.[C:32](=[O:35])([O-])[O-].[K+].[K+]. (5) Given the product [CH3:20][C:21]([Si:24]([CH3:40])([CH3:39])[C:25]1[C:37]([F:38])=[CH:36][CH:35]=[C:34]([CH3:2])[C:26]=1[C:27]([N:29]([CH2:30][CH3:31])[CH2:32][CH3:33])=[O:28])([CH3:23])[CH3:22], predict the reactants needed to synthesize it. The reactants are: [Li][CH:2](CC)C.C1CCCCC1.CN(CCN(C)C)C.[CH3:20][C:21]([Si:24]([CH3:40])([CH3:39])[C:25]1[C:37]([F:38])=[CH:36][CH:35]=[CH:34][C:26]=1[C:27]([N:29]([CH2:32][CH3:33])[CH2:30][CH3:31])=[O:28])([CH3:23])[CH3:22].CI.C(O)(=O)CC(CC(O)=O)(C(O)=O)O. (6) Given the product [ClH:1].[C:63]([C:20]1[CH:19]=[C:24]([O:25][C:26]2[CH:31]=[CH:30][C:29]([NH:32][C:2]3[C:7]([C:8]([O:10][CH2:11][CH3:12])=[O:9])=[CH:6][N:5]=[C:4]([S:13][CH3:14])[N:3]=3)=[CH:28][C:27]=2[F:50])[CH:23]=[CH:22][N:21]=1)(=[O:64])[NH2:59], predict the reactants needed to synthesize it. The reactants are: [Cl:1][C:2]1[C:7]([C:8]([O:10][CH2:11][CH3:12])=[O:9])=[CH:6][N:5]=[C:4]([S:13][CH3:14])[N:3]=1.Cl.N1[C:20]2=[N:21][CH:22]=[CH:23][C:24]([O:25][C:26]3[CH:31]=[CH:30][C:29]([NH:32]C4C(C(NC5C=CC(F)=CC=5F)=O)=CN=CC=4)=[CH:28][C:27]=3[F:50])=[C:19]2C=C1.Cl.O1CCOCC1.C[N:59]1[C:63](=[O:64])CCC1. (7) The reactants are: [C:1]([O:5][C:6]([N:8]1[CH2:14][CH2:13][C:12]2[CH:15]=[C:16]([OH:19])[CH:17]=[CH:18][C:11]=2[CH2:10][CH2:9]1)=[O:7])([CH3:4])([CH3:3])[CH3:2].C(=O)([O-])[O-].[K+].[K+].[I-].[K+].[CH2:28](Br)[C:29]1[CH:34]=[CH:33][CH:32]=[CH:31][CH:30]=1. Given the product [C:1]([O:5][C:6]([N:8]1[CH2:14][CH2:13][C:12]2[CH:15]=[C:16]([O:19][CH2:28][C:29]3[CH:34]=[CH:33][CH:32]=[CH:31][CH:30]=3)[CH:17]=[CH:18][C:11]=2[CH2:10][CH2:9]1)=[O:7])([CH3:4])([CH3:2])[CH3:3], predict the reactants needed to synthesize it.